This data is from Reaction yield outcomes from USPTO patents with 853,638 reactions. The task is: Predict the reaction yield, written as a fraction of the theoretical maximum amount of product (1.0 means a 100% yield; for example, 0.34 means a 34% yield). (1) The reactants are [Si:1]([O:8][C@@H:9]1[C@@H:14]([CH3:15])[CH2:13][NH:12][CH2:11][C@H:10]1[NH:16][C:17](=[O:23])[O:18][C:19]([CH3:22])([CH3:21])[CH3:20])([C:4]([CH3:7])([CH3:6])[CH3:5])([CH3:3])[CH3:2].Cl[C:25]1[C:30]([N+:31]([O-:33])=[O:32])=[CH:29][N:28]=[CH:27][C:26]=1[CH3:34].C(N(CC)CC)C. The catalyst is C(O)(C)C. The product is [Si:1]([O:8][C@@H:9]1[C@@H:14]([CH3:15])[CH2:13][N:12]([C:25]2[C:30]([N+:31]([O-:33])=[O:32])=[CH:29][N:28]=[CH:27][C:26]=2[CH3:34])[CH2:11][C@H:10]1[NH:16][C:17](=[O:23])[O:18][C:19]([CH3:22])([CH3:21])[CH3:20])([C:4]([CH3:7])([CH3:5])[CH3:6])([CH3:3])[CH3:2]. The yield is 0.370. (2) The reactants are CO[CH:3]=[C:4]([C:11]([O:13][CH3:14])=[O:12])[CH:5]=[CH:6][C:7]([O:9]C)=O.[NH2:15][C:16]1[S:17][CH:18]=[CH:19][N:20]=1. The catalyst is CN(C=O)C. The product is [O:9]=[C:7]1[N:15]([C:16]2[S:17][CH:18]=[CH:19][N:20]=2)[CH:3]=[C:4]([C:11]([O:13][CH3:14])=[O:12])[CH:5]=[CH:6]1. The yield is 0.430.